Dataset: Full USPTO retrosynthesis dataset with 1.9M reactions from patents (1976-2016). Task: Predict the reactants needed to synthesize the given product. (1) Given the product [C:1]([O:4][CH:5]1[C:9]2=[N:10][CH:11]=[C:12]([NH:29][C:53]([C:39]3[N:40]=[C:41]([C:43]4[C:48]([F:49])=[CH:47][CH:46]=[C:45]([O:50][CH3:51])[C:44]=4[F:52])[S:42][C:38]=3[NH:37][C:35]([O:34][C:30]([CH3:33])([CH3:32])[CH3:31])=[O:36])=[O:54])[C:13]([N:14]3[CH2:19][C@H:18]([CH3:20])[CH2:17][C@H:16]([NH:21][C:22]([O:24][C:25]([CH3:28])([CH3:27])[CH3:26])=[O:23])[CH2:15]3)=[C:8]2[CH2:7][CH2:6]1)(=[O:3])[CH3:2], predict the reactants needed to synthesize it. The reactants are: [C:1]([O:4][CH:5]1[C:9]2=[N:10][CH:11]=[C:12]([NH2:29])[C:13]([N:14]3[CH2:19][C@H:18]([CH3:20])[CH2:17][C@H:16]([NH:21][C:22]([O:24][C:25]([CH3:28])([CH3:27])[CH3:26])=[O:23])[CH2:15]3)=[C:8]2[CH2:7][CH2:6]1)(=[O:3])[CH3:2].[C:30]([O:34][C:35]([NH:37][C:38]1[S:42][C:41]([C:43]2[C:48]([F:49])=[CH:47][CH:46]=[C:45]([O:50][CH3:51])[C:44]=2[F:52])=[N:40][C:39]=1[C:53](O)=[O:54])=[O:36])([CH3:33])([CH3:32])[CH3:31].CN(C(ON1N=NC2C=CC=NC1=2)=[N+](C)C)C.F[P-](F)(F)(F)(F)F.CCN(C(C)C)C(C)C. (2) Given the product [F:1][C:2]1[C:3]([NH2:10])=[N:4][CH:5]=[C:6]([F:9])[C:7]=1[NH:18][CH2:17][C:16]1[CH:19]=[CH:20][C:13]([O:12][CH3:11])=[CH:14][CH:15]=1, predict the reactants needed to synthesize it. The reactants are: [F:1][C:2]1[C:3]([NH2:10])=[N:4][CH:5]=[C:6]([F:9])[C:7]=1I.[CH3:11][O:12][C:13]1[CH:20]=[CH:19][C:16]([CH2:17][NH2:18])=[CH:15][CH:14]=1.C1C=CC(P(C2C(C3C(P(C4C=CC=CC=4)C4C=CC=CC=4)=CC=C4C=3C=CC=C4)=C3C(C=CC=C3)=CC=2)C2C=CC=CC=2)=CC=1.CC(C)([O-])C.[Na+].C(=O)(O)[O-].[Na+]. (3) Given the product [CH3:22][C:20]1([CH3:21])[O:3][C@@H:4]([C@H:5]2[O:14][C@H:2]3[C@H:7]([N:8]=[C:9]([CH2:10][CH3:11])[O:12]3)[C@H:6]2[OH:13])[CH2:15][O:16]1, predict the reactants needed to synthesize it. The reactants are: O[CH:2]1[C@H:7]([NH:8][C:9](=[O:12])[CH2:10][CH3:11])[C@@H:6]([OH:13])[C@H:5]([OH:14])[C@@H:4]([CH2:15][OH:16])[O:3]1.C(N[CH2:20][CH3:21])C.[C:22](=O)([O-])[O-].[Na+].[Na+]. (4) Given the product [Br:8][C:7]1[CH:6]=[CH:5][C:4]([O:9][C:17]2[C:22]3[CH:23]=[CH:24][O:25][C:21]=3[CH:20]=[CH:19][N:18]=2)=[CH:3][C:2]=1[NH2:1], predict the reactants needed to synthesize it. The reactants are: [NH2:1][C:2]1[CH:3]=[C:4]([OH:9])[CH:5]=[CH:6][C:7]=1[Br:8].C(=O)([O-])[O-].[Cs+].[Cs+].Cl[C:17]1[C:22]2[CH:23]=[CH:24][O:25][C:21]=2[CH:20]=[CH:19][N:18]=1. (5) Given the product [C:1]([O:5][C:6](=[O:21])[CH2:7][C@@H:8]([CH2:12][CH2:13][CH2:14][C:15]1[CH:16]=[CH:17][CH:18]=[CH:19][CH:20]=1)[C:9]([OH:11])=[O:10])([CH3:4])([CH3:2])[CH3:3], predict the reactants needed to synthesize it. The reactants are: [C:1]([O:5][C:6](=[O:21])[CH2:7]/[C:8](=[CH:12]\[CH2:13][CH2:14][C:15]1[CH:20]=[CH:19][CH:18]=[CH:17][CH:16]=1)/[C:9]([OH:11])=[O:10])([CH3:4])([CH3:3])[CH3:2].C1(N)CCCCC1.